Predict the reaction yield, written as a fraction of the theoretical maximum amount of product (1.0 means a 100% yield; for example, 0.34 means a 34% yield). From a dataset of Reaction yield outcomes from USPTO patents with 853,638 reactions. (1) The reactants are [N:1]([CH:4]([C:6]1[S:10][C:9]2[CH:11]=[CH:12][CH:13]=[CH:14][C:8]=2[C:7]=1[C:15]1[CH:20]=[CH:19][CH:18]=[CH:17][CH:16]=1)[CH3:5])=[N+]=[N-].C1(P(C2C=CC=CC=2)C2C=CC=CC=2)C=CC=CC=1. The catalyst is C1COCC1.O. The product is [C:15]1([C:7]2[C:8]3[CH:14]=[CH:13][CH:12]=[CH:11][C:9]=3[S:10][C:6]=2[CH:4]([NH2:1])[CH3:5])[CH:16]=[CH:17][CH:18]=[CH:19][CH:20]=1. The yield is 0.830. (2) The reactants are C(OC([N:8]1[CH2:17][CH2:16][C:15]2[C:10](=[CH:11][C:12]([NH:18][C:19]([C:21]3[CH:42]=[CH:41][C:24]([O:25][C:26]4[CH:35]=[C:34]5[C:29]([CH:30]([C:36]([OH:38])=[O:37])[CH2:31][CH2:32][O:33]5)=[CH:28][C:27]=4[C:39]#[N:40])=[CH:23][CH:22]=3)=[O:20])=[CH:13][CH:14]=2)[CH2:9]1)=O)(C)(C)C.[ClH:43]. The catalyst is O1CCOCC1. The product is [ClH:43].[C:39]([C:27]1[CH:28]=[C:29]2[C:34](=[CH:35][C:26]=1[O:25][C:24]1[CH:23]=[CH:22][C:21]([C:19](=[O:20])[NH:18][C:12]3[CH:11]=[C:10]4[C:15]([CH2:16][CH2:17][NH:8][CH2:9]4)=[CH:14][CH:13]=3)=[CH:42][CH:41]=1)[O:33][CH2:32][CH2:31][CH:30]2[C:36]([OH:38])=[O:37])#[N:40]. The yield is 0.840. (3) The reactants are Br[C:2]1[S:3][C:4](N([C@H]2CC[C@H](N(C)C)CC2)CC)=[C:5]([CH3:10])[C:6]=1[C:7](O)=[O:8].Cl.[NH2:24]CC1C(=O)C=C(C)NC=1C.C(N(CC)C(C)C)(C)C.C1CN([P+](Br)(N2CCCC2)N2CCCC2)CC1.F[P-](F)(F)(F)(F)F. The catalyst is CN(C1C=CN=CC=1)C.CS(C)=O.CO. The product is [CH3:10][C:5]1[C:6]([C:7]([NH2:24])=[O:8])=[CH:2][S:3][CH:4]=1. The yield is 0.260. (4) The reactants are O.[PH2]([O-])=O.[Na+].C=C.[NH4+].[NH4+].[O-]S(OOS([O-])(=O)=O)(=O)=O.[Al:20].[Al+3].[CH2:22]([P:24](CC)(=[O:26])[O-:25])[CH3:23].[CH2:29]([P:31](CC)(=[O:33])[O-:32])[CH3:30].[CH2:36]([P:38](CC)(=[O:40])[O-:39])[CH3:37]. The catalyst is O. The product is [Al+3:20].[CH2:22]([P:24]([O-:26])[O-:25])[CH3:23].[CH2:29]([P:31]([O-:33])[O-:32])[CH3:30].[CH2:36]([P:38]([O-:40])[O-:39])[CH3:37].[Al+3:20]. The yield is 0.963. (5) The reactants are C([O:3][C:4]([C:6]1[CH:10]=[C:9]([C:11]([CH3:14])([CH3:13])[CH3:12])[N:8]([C:15]2[CH:20]=[CH:19][C:18]([S:21]([CH3:24])(=[O:23])=[O:22])=[CH:17][CH:16]=2)[N:7]=1)=O)C.[H-].[H-].[H-].[H-].[Li+].[Al+3].CCOC(C)=O.O. The catalyst is C1COCC1. The product is [C:11]([C:9]1[N:8]([C:15]2[CH:20]=[CH:19][C:18]([S:21]([CH3:24])(=[O:22])=[O:23])=[CH:17][CH:16]=2)[N:7]=[C:6]([CH2:4][OH:3])[CH:10]=1)([CH3:14])([CH3:12])[CH3:13]. The yield is 0.800. (6) The reactants are [C:1]1([C:6]2[CH:11]=[CH:10][C:9](/[CH:12]=[CH:13]/[S:14]([NH:17][C:18]3[CH:23]=[CH:22][CH:21]=[CH:20][C:19]=3[S:24]([NH2:27])(=[O:26])=[O:25])(=[O:16])=[O:15])=[CH:8][CH:7]=2)[CH2:5][CH2:4][CH2:3][CH:2]=1.CO.[H][H].C(OCC)(=O)C.CO. The catalyst is CCOC(C)=O. The product is [CH:1]1([C:6]2[CH:11]=[CH:10][C:9]([CH2:12][CH2:13][S:14]([NH:17][C:18]3[CH:23]=[CH:22][CH:21]=[CH:20][C:19]=3[S:24]([NH2:27])(=[O:25])=[O:26])(=[O:15])=[O:16])=[CH:8][CH:7]=2)[CH2:5][CH2:4][CH2:3][CH2:2]1. The yield is 0.550.